From a dataset of Full USPTO retrosynthesis dataset with 1.9M reactions from patents (1976-2016). Predict the reactants needed to synthesize the given product. (1) Given the product [Cl:1][C:2]1[N:7]=[CH:6][C:5]([O:8][C:9]2[CH:16]=[CH:15][CH:14]=[CH:13][C:10]=2[CH2:11][OH:12])=[CH:4][CH:3]=1, predict the reactants needed to synthesize it. The reactants are: [Cl:1][C:2]1[N:7]=[CH:6][C:5]([O:8][C:9]2[CH:16]=[CH:15][CH:14]=[CH:13][C:10]=2[CH:11]=[O:12])=[CH:4][CH:3]=1.[BH4-].[Na+]. (2) Given the product [F:1][C:2]([C:12]([F:13])([F:14])[F:15])([C:8]([F:9])([F:10])[F:11])[CH2:3][CH:4]=[CH2:5], predict the reactants needed to synthesize it. The reactants are: [F:1][C:2]([C:12]([F:15])([F:14])[F:13])([C:8]([F:11])([F:10])[F:9])[CH2:3][CH:4](I)[CH2:5]O.Cl.